Regression. Given a peptide amino acid sequence and an MHC pseudo amino acid sequence, predict their binding affinity value. This is MHC class I binding data. From a dataset of Peptide-MHC class I binding affinity with 185,985 pairs from IEDB/IMGT. (1) The peptide sequence is GHMMVIFRL. The MHC is HLA-B27:03 with pseudo-sequence HLA-B27:03. The binding affinity (normalized) is 0.0847. (2) The peptide sequence is RFLEYGKETL. The MHC is H-2-Kd with pseudo-sequence H-2-Kd. The binding affinity (normalized) is 0. (3) The peptide sequence is LELAEITAE. The MHC is HLA-A02:03 with pseudo-sequence HLA-A02:03. The binding affinity (normalized) is 0.0847.